From a dataset of Full USPTO retrosynthesis dataset with 1.9M reactions from patents (1976-2016). Predict the reactants needed to synthesize the given product. (1) Given the product [OH:8][C:6]1[CH:7]=[C:2]([NH:1][C:47]([NH2:46])=[O:48])[CH:3]=[C:4]([C:9]2[C:17]3[C:16]([NH:18][C@H:19]([C:21]4[N:26]([C:27]5[CH:32]=[CH:31][CH:30]=[CH:29][CH:28]=5)[C:25](=[O:33])[C:24]5=[C:34]([CH3:37])[CH:35]=[CH:36][N:23]5[N:22]=4)[CH3:20])=[N:15][CH:14]=[N:13][C:12]=3[N:11]([CH2:38][O:39][CH2:40][CH2:41][Si:42]([CH3:43])([CH3:45])[CH3:44])[CH:10]=2)[CH:5]=1, predict the reactants needed to synthesize it. The reactants are: [NH2:1][C:2]1[CH:3]=[C:4]([C:9]2[C:17]3[C:16]([NH:18][C@H:19]([C:21]4[N:26]([C:27]5[CH:32]=[CH:31][CH:30]=[CH:29][CH:28]=5)[C:25](=[O:33])[C:24]5=[C:34]([CH3:37])[CH:35]=[CH:36][N:23]5[N:22]=4)[CH3:20])=[N:15][CH:14]=[N:13][C:12]=3[N:11]([CH2:38][O:39][CH2:40][CH2:41][Si:42]([CH3:45])([CH3:44])[CH3:43])[CH:10]=2)[CH:5]=[C:6]([OH:8])[CH:7]=1.[N-:46]=[C:47]=[O:48].[K+]. (2) Given the product [OH:13][CH2:14][CH:15]1[N:16]([CH2:21][CH2:22][CH3:23])[CH2:17][CH2:18][N:19]([C:2]2[NH:3][C:4](=[O:12])[C:5]3[C:10]([CH:11]=2)=[CH:9][CH:8]=[CH:7][CH:6]=3)[CH2:20]1, predict the reactants needed to synthesize it. The reactants are: Cl[C:2]1[NH:3][C:4](=[O:12])[C:5]2[C:10]([CH:11]=1)=[CH:9][CH:8]=[CH:7][CH:6]=2.[OH:13][CH2:14][CH:15]1[CH2:20][NH:19][CH2:18][CH2:17][N:16]1[CH2:21][CH2:22][CH3:23]. (3) Given the product [Br:1][C:2]1[CH:7]=[C:6]([Cl:8])[C:5]([NH:9][C:11](=[O:14])[CH:12]=[CH2:13])=[C:4]([Cl:10])[CH:3]=1, predict the reactants needed to synthesize it. The reactants are: [Br:1][C:2]1[CH:7]=[C:6]([Cl:8])[C:5]([NH2:9])=[C:4]([Cl:10])[CH:3]=1.[C:11](Cl)(=[O:14])[CH:12]=[CH2:13].O.C(OCC)(=O)C. (4) Given the product [F:1][C:2]1[CH:7]=[CH:6][C:5]([O:8][CH3:9])=[C:4]([NH:10][C:11]([NH2:23])=[S:12])[CH:3]=1, predict the reactants needed to synthesize it. The reactants are: [F:1][C:2]1[CH:7]=[CH:6][C:5]([O:8][CH3:9])=[C:4]([N:10]=[C:11]=[S:12])[CH:3]=1.C(OC1C=CC=CC=1[N:23]=C=S)(C)C. (5) Given the product [CH2:7]([CH:12]1[CH2:17][CH2:16][CH:15]([CH:18]=[CH:19][C:20]2[CH:25]=[CH:24][C:23]([CH:26]3[CH2:31][CH2:30][CH:29]([CH:32]=[CH2:1])[CH2:28][CH2:27]3)=[CH:22][CH:21]=2)[CH2:14][CH2:13]1)[CH2:8][CH2:9][CH2:10][CH3:11], predict the reactants needed to synthesize it. The reactants are: [CH3:1]C(C)([O-])C.[K+].[CH2:7]([CH:12]1[CH2:17][CH2:16][CH:15]([CH:18]=[CH:19][C:20]2[CH:25]=[CH:24][C:23]([C@H:26]3[CH2:31][CH2:30][C@H:29]([CH:32]=O)[CH2:28][CH2:27]3)=[CH:22][CH:21]=2)[CH2:14][CH2:13]1)[CH2:8][CH2:9][CH2:10][CH3:11]. (6) Given the product [CH3:1][C:2]1[CH:7]=[C:6]([N+:8]([O-:10])=[O:9])[CH:5]=[C:4]([CH3:11])[C:3]=1[Cl:35], predict the reactants needed to synthesize it. The reactants are: [CH3:1][C:2]1[CH:7]=[C:6]([N+:8]([O-:10])=[O:9])[CH:5]=[C:4]([CH3:11])[C:3]=1O.N1C=CC=CC=1.O(S(C(F)(F)F)(=O)=O)S(C(F)(F)F)(=O)=O.[Li+].[Cl-:35]. (7) Given the product [N+:1]([C:4]1[CH:11]=[CH:10][C:7]([CH2:8][N:12]2[CH2:17][CH2:16][CH2:15][CH2:14][CH2:13]2)=[CH:6][CH:5]=1)([O-:3])=[O:2], predict the reactants needed to synthesize it. The reactants are: [N+:1]([C:4]1[CH:11]=[CH:10][C:7]([CH2:8]Cl)=[CH:6][CH:5]=1)([O-:3])=[O:2].[NH:12]1[CH2:17][CH2:16][CH2:15][CH2:14][CH2:13]1.CCN(CC)CC. (8) Given the product [CH3:18][O:19][C:5]1[C:4]([N:10]2[CH2:15][CH2:14][NH:13][CH2:12][CH2:11]2)=[N:3][CH:2]=[CH:7][CH:6]=1, predict the reactants needed to synthesize it. The reactants are: Cl[C:2]1[CH:7]=[CH:6][CH:5]=[C:4](OC)[N:3]=1.[NH:10]1[CH2:15][CH2:14][NH:13][CH2:12][CH2:11]1.CN(C)[CH:18]=[O:19]. (9) Given the product [Cl:1][C:2]1[CH:3]=[CH:4][C:5]([CH3:21])=[C:6]([C:8]2[N:9]([C:14]([O:16][C:17]([CH3:20])([CH3:19])[CH3:18])=[O:15])[CH:10]=[C:11]([B:25]3[O:26][C:27]([CH3:29])([CH3:28])[C:23]([CH3:34])([CH3:22])[O:24]3)[CH:12]=2)[CH:7]=1, predict the reactants needed to synthesize it. The reactants are: [Cl:1][C:2]1[CH:3]=[CH:4][C:5]([CH3:21])=[C:6]([C:8]2[N:9]([C:14]([O:16][C:17]([CH3:20])([CH3:19])[CH3:18])=[O:15])[CH:10]=[C:11](I)[CH:12]=2)[CH:7]=1.[CH3:22][C:23]1([CH3:34])[C:27]([CH3:29])([CH3:28])[O:26][B:25](OC(C)C)[O:24]1.[Li]CCCC.[NH4+].[Cl-].